Dataset: Catalyst prediction with 721,799 reactions and 888 catalyst types from USPTO. Task: Predict which catalyst facilitates the given reaction. (1) Reactant: [Br:1][CH2:2][CH2:3][CH2:4][CH2:5][CH2:6][CH2:7][CH2:8][CH2:9][CH2:10][CH2:11][CH2:12][CH2:13][CH2:14][CH2:15][CH2:16][C:17]([OH:19])=[O:18].[C:20]1(C)C=CC=CC=1.COC(OC)OC. Product: [CH3:20][O:18][C:17](=[O:19])[CH2:16][CH2:15][CH2:14][CH2:13][CH2:12][CH2:11][CH2:10][CH2:9][CH2:8][CH2:7][CH2:6][CH2:5][CH2:4][CH2:3][CH2:2][Br:1]. The catalyst class is: 5. (2) Reactant: CCN(S(F)(F)[F:7])CC.[Si:10]([O:17][CH2:18][C:19]1(O)[CH2:23][N:22]([C:24]([O:26][C:27]([CH3:30])([CH3:29])[CH3:28])=[O:25])[C@H:21]([C:31]([O:33][CH3:34])=[O:32])[CH2:20]1)([C:13]([CH3:16])([CH3:15])[CH3:14])([CH3:12])[CH3:11]. Product: [Si:10]([O:17][CH2:18][C:19]1([F:7])[CH2:23][N:22]([C:24]([O:26][C:27]([CH3:30])([CH3:29])[CH3:28])=[O:25])[C@H:21]([C:31]([O:33][CH3:34])=[O:32])[CH2:20]1)([C:13]([CH3:16])([CH3:15])[CH3:14])([CH3:12])[CH3:11]. The catalyst class is: 4. (3) Reactant: [F:1][C:2]([F:26])([F:25])[C:3]([N:5]([CH2:15][C:16]1([CH2:22][O:23][CH3:24])[CH2:21][CH2:20][NH:19][CH2:18][CH2:17]1)[C@@H:6]1[CH2:8][C@H:7]1[C:9]1[CH:14]=[CH:13][CH:12]=[CH:11][CH:10]=1)=[O:4].C(N(CC)C(C)C)(C)C.[CH:36]([C:38]1([C:43]([O:45][C:46]([CH3:49])([CH3:48])[CH3:47])=[O:44])[CH2:42][CH2:41][CH2:40][CH2:39]1)=O.C(O[BH-](OC(=O)C)OC(=O)C)(=O)C.[Na+]. Product: [CH3:24][O:23][CH2:22][C:16]1([CH2:15][N:5]([C@@H:6]2[CH2:8][C@H:7]2[C:9]2[CH:14]=[CH:13][CH:12]=[CH:11][CH:10]=2)[C:3](=[O:4])[C:2]([F:1])([F:25])[F:26])[CH2:21][CH2:20][N:19]([CH2:36][C:38]2([C:43]([O:45][C:46]([CH3:49])([CH3:48])[CH3:47])=[O:44])[CH2:42][CH2:41][CH2:40][CH2:39]2)[CH2:18][CH2:17]1. The catalyst class is: 2. (4) Reactant: [OH:1][CH2:2][CH2:3][C:4]([CH3:12])([CH3:11])[CH2:5][C:6]([O:8][CH2:9][CH3:10])=[O:7].CC(OI1(OC(C)=O)(OC(C)=O)OC(=O)C2C=CC=CC1=2)=O. Product: [CH3:12][C:4]([CH3:11])([CH2:3][CH:2]=[O:1])[CH2:5][C:6]([O:8][CH2:9][CH3:10])=[O:7]. The catalyst class is: 4.